This data is from Forward reaction prediction with 1.9M reactions from USPTO patents (1976-2016). The task is: Predict the product of the given reaction. (1) Given the reactants Cl[C:2]1[C:7]2[N:8]([CH2:20][C@H:21]3[CH2:26][CH2:25][C@H:24]([CH3:27])[CH2:23][CH2:22]3)[C:9]([N:11]3[CH2:16][CH2:15][O:14][C@@H:13]4[CH2:17][CH2:18][CH2:19][C@@H:12]34)=[N:10][C:6]=2[CH:5]=[C:4]([Cl:28])[N:3]=1.[Cl:29][C:30]1[CH:31]=[C:32](B2OC(C)(C)C(C)(C)O2)[C:33]([F:36])=[N:34][CH:35]=1.C([O-])([O-])=O.[Cs+].[Cs+].O, predict the reaction product. The product is: [Cl:28][C:4]1[N:3]=[C:2]([C:32]2[C:33]([F:36])=[N:34][CH:35]=[C:30]([Cl:29])[CH:31]=2)[C:7]2[N:8]([CH2:20][C@H:21]3[CH2:22][CH2:23][C@H:24]([CH3:27])[CH2:25][CH2:26]3)[C:9]([N:11]3[CH2:16][CH2:15][O:14][C@@H:13]4[CH2:17][CH2:18][CH2:19][C@@H:12]34)=[N:10][C:6]=2[CH:5]=1. (2) Given the reactants [CH3:1][C:2]1([CH3:22])[C:7]([CH3:9])([CH3:8])[O:6][C:5](OC2C=CC([N+]([O-])=O)=CC=2)=[N:4][S:3]1(=[O:21])=[O:20].Cl.[NH2:24][C@H:25]([C:29]1[CH:30]=[C:31]([CH:34]=[CH:35][CH:36]=1)[C:32]#[N:33])[CH2:26][CH2:27][OH:28], predict the reaction product. The product is: [OH:28][CH2:27][CH2:26][C@@H:25]([C:29]1[CH:30]=[C:31]([CH:34]=[CH:35][CH:36]=1)[C:32]#[N:33])[NH:24][C:5]1[O:6][C:7]([CH3:8])([CH3:9])[C:2]([CH3:1])([CH3:22])[S:3](=[O:20])(=[O:21])[N:4]=1. (3) Given the reactants BrC[CH2:3][C:4]1[CH:8]=[C:7]([CH3:9])[N:6]([CH3:10])[N:5]=1.[P:11]([O:16]C)([O:14][CH3:15])[O:12][CH3:13].C(=O)([O-])O.[Na+], predict the reaction product. The product is: [CH3:13][O:12][P:11]([CH2:3][C:4]1[CH:8]=[C:7]([CH3:9])[N:6]([CH3:10])[N:5]=1)(=[O:16])[O:14][CH3:15]. (4) Given the reactants C([O-])([O-])=O.[K+].[K+].Cl.[N:8](=[CH:16][CH2:17]Cl)[CH2:9][CH2:10][CH2:11][CH2:12][CH2:13][CH2:14]Cl.[F:19][CH2:20][CH2:21][CH2:22][C:23]1[CH:32]=[CH:31][C:26]2[NH:27][C:28](=[O:30])[S:29][C:25]=2[CH:24]=1.O, predict the reaction product. The product is: [N:8]1([CH2:16][CH2:17][N:27]2[C:26]3[CH:31]=[CH:32][C:23]([CH2:22][CH2:21][CH2:20][F:19])=[CH:24][C:25]=3[S:29][C:28]2=[O:30])[CH2:14][CH2:13][CH2:12][CH2:11][CH2:10][CH2:9]1.